This data is from Forward reaction prediction with 1.9M reactions from USPTO patents (1976-2016). The task is: Predict the product of the given reaction. (1) Given the reactants [Br:1]Br.[Cl:3][C:4]1[CH:9]=[CH:8][C:7]([CH2:10][C:11]([C:13]2[CH:18]=[CH:17][C:16]([Cl:19])=[CH:15][C:14]=2[Cl:20])=[O:12])=[CH:6][CH:5]=1.O, predict the reaction product. The product is: [Br:1][CH:10]([C:7]1[CH:8]=[CH:9][C:4]([Cl:3])=[CH:5][CH:6]=1)[C:11]([C:13]1[CH:18]=[CH:17][C:16]([Cl:19])=[CH:15][C:14]=1[Cl:20])=[O:12]. (2) The product is: [CH2:24]([C:21]1[CH:22]=[CH:23][C:18]([O:17][C@@H:15]([CH3:16])[CH2:14][CH2:13][O:12][C:9]2[CH:10]=[CH:11][C:6]([CH2:5][CH2:4][C:3]([OH:32])=[O:2])=[C:7]([CH3:31])[CH:8]=2)=[C:19]([C:26]2[S:27][CH:28]=[CH:29][CH:30]=2)[CH:20]=1)[CH3:25]. Given the reactants C[O:2][C:3](=[O:32])[CH2:4][CH2:5][C:6]1[CH:11]=[CH:10][C:9]([O:12][CH2:13][CH2:14][C@@H:15]([O:17][C:18]2[CH:23]=[CH:22][C:21]([CH2:24][CH3:25])=[CH:20][C:19]=2[C:26]2[S:27][CH:28]=[CH:29][CH:30]=2)[CH3:16])=[CH:8][C:7]=1[CH3:31], predict the reaction product. (3) Given the reactants [F:1][C:2]([F:27])([F:26])[CH2:3][N:4]1[CH2:9][C:8]2([CH2:14][CH2:13][N:12]([C:15]([O:17][C:18]([CH3:21])([CH3:20])[CH3:19])=[O:16])[CH2:11][CH2:10]2)[O:7][CH:6]([C:22]([O:24]C)=[O:23])[CH2:5]1.[Li+].[OH-].C(O)(=O)C.C1(C)C=CC=CC=1, predict the reaction product. The product is: [C:18]([O:17][C:15]([N:12]1[CH2:11][CH2:10][C:8]2([O:7][CH:6]([C:22]([OH:24])=[O:23])[CH2:5][N:4]([CH2:3][C:2]([F:27])([F:1])[F:26])[CH2:9]2)[CH2:14][CH2:13]1)=[O:16])([CH3:21])([CH3:19])[CH3:20]. (4) Given the reactants [F:1][C:2]([F:26])([F:25])[CH2:3][N:4]1[CH2:12][C:11]2[C:6](=[CH:7][CH:8]=[C:9]([S:13][Si](C(C)C)(C(C)C)C(C)C)[CH:10]=2)[C:5]1=[O:24], predict the reaction product. The product is: [F:26][C:2]([F:1])([F:25])[CH2:3][N:4]1[CH2:12][C:11]2[C:6](=[CH:7][CH:8]=[C:9]([SH:13])[CH:10]=2)[C:5]1=[O:24]. (5) Given the reactants [F:1][C:2]1[CH:7]=[CH:6][C:5]([NH:8][CH2:9][C:10]#[C:11][C:12]2[CH:17]=[CH:16][C:15]([C:18]#[C:19][C:20]3([NH:28][C:29](=[O:35])[O:30][C:31]([CH3:34])([CH3:33])[CH3:32])[CH2:25][O:24][C:23]([CH3:27])([CH3:26])[O:22][CH2:21]3)=[CH:14][CH:13]=2)=[CH:4][CH:3]=1.C(OC(=O)NC1(C#CC2C=CC(S(=O)(=O)NC3CCC4CC3C4(C)C)=CC=2)COC(C)(C)OC1)(C)(C)C, predict the reaction product. The product is: [C:31]([O:30][C:29](=[O:35])[NH:28][C:20]1([CH2:19][CH2:18][C:15]2[CH:16]=[CH:17][C:12]([CH2:11][CH2:10][CH2:9][NH:8][C:5]3[CH:6]=[CH:7][C:2]([F:1])=[CH:3][CH:4]=3)=[CH:13][CH:14]=2)[CH2:25][O:24][C:23]([CH3:27])([CH3:26])[O:22][CH2:21]1)([CH3:32])([CH3:33])[CH3:34].